Task: Predict the reactants needed to synthesize the given product.. Dataset: Full USPTO retrosynthesis dataset with 1.9M reactions from patents (1976-2016) (1) Given the product [NH3:1].[Cl:33][C:34]1[CH:35]=[C:36]([CH:39]=[C:40]([Cl:43])[C:41]=1[OH:42])[CH2:37][NH:1][CH2:2][CH2:3][CH2:4][CH2:5][CH2:6][CH2:7][CH2:8][CH2:9][CH2:10][N:11]1[CH2:16][CH2:15][CH:14]([O:17][C:18](=[O:32])[NH:19][C:20]2[CH:25]=[CH:24][CH:23]=[CH:22][C:21]=2[C:26]2[CH:31]=[CH:30][CH:29]=[CH:28][CH:27]=2)[CH2:13][CH2:12]1, predict the reactants needed to synthesize it. The reactants are: [NH2:1][CH2:2][CH2:3][CH2:4][CH2:5][CH2:6][CH2:7][CH2:8][CH2:9][CH2:10][N:11]1[CH2:16][CH2:15][CH:14]([O:17][C:18](=[O:32])[NH:19][C:20]2[CH:25]=[CH:24][CH:23]=[CH:22][C:21]=2[C:26]2[CH:31]=[CH:30][CH:29]=[CH:28][CH:27]=2)[CH2:13][CH2:12]1.[Cl:33][C:34]1[CH:35]=[C:36]([CH:39]=[C:40]([Cl:43])[C:41]=1[OH:42])[CH:37]=O.C(O)(=O)C.C(O[BH-](OC(=O)C)OC(=O)C)(=O)C.[Na+]. (2) Given the product [CH:1]1([CH2:6][C:7]([NH:39][C@H:16]([C:22]([NH:39][CH:16]2[C:17](=[O:38])[N:18]([CH2:33][C:34]([CH3:37])([CH3:36])[CH3:35])[C:19]3[CH:32]=[CH:31][CH:30]=[CH:29][C:20]=3[N:21]([CH2:24][C:25]([CH3:27])([CH3:26])[CH3:28])[C:22]2=[O:23])=[O:23])[CH3:17])=[O:9])[CH2:2][CH2:3][CH2:4][CH2:5]1, predict the reactants needed to synthesize it. The reactants are: [CH:1]1([CH2:6][C:7]([OH:9])=O)[CH2:5][CH2:4][CH2:3][CH2:2]1.Cl.N[C@H](C([C:16]1([NH2:39])[C:22](=[O:23])[N:21]([CH2:24][C:25]([CH3:28])([CH3:27])[CH3:26])[C:20]2[CH:29]=[CH:30][CH:31]=[CH:32][C:19]=2[N:18]([CH2:33][C:34]([CH3:37])([CH3:36])[CH3:35])[C:17]1=[O:38])=O)C.